Predict the reactants needed to synthesize the given product. From a dataset of Full USPTO retrosynthesis dataset with 1.9M reactions from patents (1976-2016). (1) Given the product [CH2:1]([N:8]1[C:14]([C:12]([OH:16])([CH3:13])[CH3:11])=[CH:15][N:10]=[N:9]1)[C:2]1[CH:7]=[CH:6][CH:5]=[CH:4][CH:3]=1, predict the reactants needed to synthesize it. The reactants are: [CH2:1]([N:8]=[N+:9]=[N-:10])[C:2]1[CH:7]=[CH:6][CH:5]=[CH:4][CH:3]=1.[CH3:11][C:12]([OH:16])([C:14]#[CH:15])[CH3:13]. (2) Given the product [CH:28]([O:27][C:25](=[O:26])[NH:23][C:9]1[CH:10]=[CH:11][C:12]([O:13][CH2:14][CH2:15][N:16]2[CH2:22][CH2:21][CH2:20][O:19][CH2:18][CH2:17]2)=[C:7]([C:6]2[N:2]([CH3:1])[N:3]=[CH:4][CH:5]=2)[CH:8]=1)([CH3:30])[CH3:29], predict the reactants needed to synthesize it. The reactants are: [CH3:1][N:2]1[C:6]([C:7]2[CH:8]=[C:9]([NH2:23])[CH:10]=[CH:11][C:12]=2[O:13][CH2:14][CH2:15][N:16]2[CH2:22][CH2:21][CH2:20][O:19][CH2:18][CH2:17]2)=[CH:5][CH:4]=[N:3]1.Cl[C:25]([O:27][CH:28]([CH3:30])[CH3:29])=[O:26]. (3) Given the product [N+:9]([C:5]1[CH:4]=[CH:3][C:2]([NH:19][CH2:20][CH2:21][O:22][CH2:23][CH2:24][OH:18])=[CH:7][C:6]=1[CH3:8])([O-:11])=[O:10], predict the reactants needed to synthesize it. The reactants are: F[C:2]1[CH:3]=[CH:4][C:5]([N+:9]([O-:11])=[O:10])=[C:6]([CH3:8])[CH:7]=1.CN1CCCC1=[O:18].[NH2:19][CH2:20][CH2:21][O:22][CH:23](O)[CH3:24].C([O-])([O-])=O.[K+].[K+]. (4) Given the product [CH2:1]([O:3][C:4](=[O:14])[CH2:5][CH:6]([N:8]([C:18]1[C:19]([N+:23]([O-:25])=[O:24])=[CH:20][N:21]=[C:16]([Cl:15])[N:17]=1)[CH:9]1[CH2:13][CH2:12][CH2:11][CH2:10]1)[CH3:7])[CH3:2], predict the reactants needed to synthesize it. The reactants are: [CH2:1]([O:3][C:4](=[O:14])[CH2:5][CH:6]([NH:8][CH:9]1[CH2:13][CH2:12][CH2:11][CH2:10]1)[CH3:7])[CH3:2].[Cl:15][C:16]1[N:21]=[C:20](Cl)[C:19]([N+:23]([O-:25])=[O:24])=[CH:18][N:17]=1.C(=O)(O)[O-].[K+]. (5) Given the product [F:29][C:23]([F:30])([O:10][C:7]1[CH:8]=[CH:9][C:4]([N+:1]([O-:3])=[O:2])=[CH:5][CH:6]=1)[C:24]([O:26][CH2:27][CH3:28])=[O:25], predict the reactants needed to synthesize it. The reactants are: [N+:1]([C:4]1[CH:9]=[CH:8][C:7]([OH:10])=[CH:6][CH:5]=1)([O-:3])=[O:2].C1CCN2C(=NCCC2)CC1.Br[C:23]([F:30])([F:29])[C:24]([O:26][CH2:27][CH3:28])=[O:25].O1CCCC1. (6) Given the product [CH2:24]([O:26][C:27](=[O:47])[CH2:28][S:29][C:30]1[CH:35]=[CH:34][C:33]([O:36][CH2:37][CH2:38][C@@H:39]([O:16][C:13]2[CH:14]=[CH:15][C:10]([CH:7]([CH3:9])[CH3:8])=[CH:11][C:12]=2[O:17][C:18]2[CH:23]=[CH:22][CH:21]=[CH:20][CH:19]=2)[CH3:40])=[CH:32][C:31]=1[CH3:46])[CH3:25].[CH:7]([C:10]1[CH:15]=[CH:14][C:13]([O:41][C@@H:39]([CH3:40])[CH2:38][CH2:37][O:36][C:33]2[CH:34]=[CH:35][C:30]([S:29][CH2:28][C:27]([OH:26])=[O:47])=[C:31]([CH3:46])[CH:32]=2)=[C:12]([O:17][C:18]2[CH:23]=[CH:22][CH:21]=[CH:20][CH:19]=2)[CH:11]=1)([CH3:9])[CH3:8], predict the reactants needed to synthesize it. The reactants are: C(=O)([O-])[O-].[Cs+].[Cs+].[CH:7]([C:10]1[CH:15]=[CH:14][C:13]([OH:16])=[C:12]([O:17][C:18]2[CH:23]=[CH:22][CH:21]=[CH:20][CH:19]=2)[CH:11]=1)([CH3:9])[CH3:8].[CH2:24]([O:26][C:27](=[O:47])[CH2:28][S:29][C:30]1[CH:35]=[CH:34][C:33]([O:36][CH2:37][CH2:38][C@@H:39]([O:41]S(C)(=O)=O)[CH3:40])=[CH:32][C:31]=1[CH3:46])[CH3:25].C(OC(=O)C)C.